The task is: Predict the reaction yield, written as a fraction of the theoretical maximum amount of product (1.0 means a 100% yield; for example, 0.34 means a 34% yield).. This data is from Reaction yield outcomes from USPTO patents with 853,638 reactions. The reactants are [C:1]1([C:7]2[CH:8]=[C:9]([C:16]([OH:18])=O)[S:10][C:11]=2[C:12]([F:15])([F:14])[F:13])[CH:6]=[CH:5][CH:4]=[CH:3][CH:2]=1.CC[N:21]=[C:22]=[N:23]CCCN(C)C.[CH:30]1[CH:31]=[CH:32][C:33]2N(O)N=[N:36][C:34]=2[CH:35]=1.O1CCO[CH2:42][CH2:41]1. No catalyst specified. The product is [NH:36]1[C:34]2[C:33](=[CH:32][C:31]([C:22]3[N:23]=[C:16]([C:9]4[S:10][C:11]([C:12]([F:13])([F:14])[F:15])=[C:7]([C:1]5[CH:2]=[CH:3][CH:4]=[CH:5][CH:6]=5)[CH:8]=4)[O:18][N:21]=3)=[CH:30][CH:35]=2)[CH:42]=[CH:41]1. The yield is 0.467.